From a dataset of Reaction yield outcomes from USPTO patents with 853,638 reactions. Predict the reaction yield, written as a fraction of the theoretical maximum amount of product (1.0 means a 100% yield; for example, 0.34 means a 34% yield). (1) The reactants are [Si]([O:8][C:9]1[CH:10]=[CH:11][C:12]2[O:16][C:15](=[O:17])[N:14]([CH2:18][C:19]([N:21]([CH3:28])[C:22]3[CH:27]=[CH:26][CH:25]=[CH:24][CH:23]=3)=[O:20])[C:13]=2[CH:29]=1)(C(C)(C)C)(C)C.Cl.O. The catalyst is O1CCCC1. The product is [OH:8][C:9]1[CH:10]=[CH:11][C:12]2[O:16][C:15](=[O:17])[N:14]([CH2:18][C:19]([N:21]([CH3:28])[C:22]3[CH:23]=[CH:24][CH:25]=[CH:26][CH:27]=3)=[O:20])[C:13]=2[CH:29]=1. The yield is 0.970. (2) The reactants are Cl[C:2]1[N:3]([C:13]2[CH:18]=[CH:17][CH:16]=[CH:15][CH:14]=2)[C:4]2[C:9]([C:10]=1[CH:11]=[O:12])=[CH:8][CH:7]=[CH:6][CH:5]=2.[NH:19]1[CH2:26][NH:25][CH2:24][CH2:23][NH:22][CH2:21][CH2:20]1. No catalyst specified. The product is [C:13]1([N:3]2[C:4]3[C:9](=[CH:8][CH:7]=[CH:6][CH:5]=3)[C:10]([CH:11]=[O:12])=[C:2]2[N:19]2[CH2:26][NH:25][CH2:24][CH2:23][NH:22][CH2:21][CH2:20]2)[CH:18]=[CH:17][CH:16]=[CH:15][CH:14]=1. The yield is 0.370. (3) The reactants are Br[C:2]1[C:3]([NH:9][CH2:10][C:11]([NH2:13])=[O:12])=[N:4][C:5]([Cl:8])=[N:6][CH:7]=1.[CH3:14][N:15]1[CH:19]=[C:18](C2OC(C)(C)C(C)(C)O2)[CH:17]=[N:16]1.C(=O)([O-])[O-].[K+].[K+]. The catalyst is O1CCOCC1.O.C1C=CC([P]([Pd]([P](C2C=CC=CC=2)(C2C=CC=CC=2)C2C=CC=CC=2)([P](C2C=CC=CC=2)(C2C=CC=CC=2)C2C=CC=CC=2)[P](C2C=CC=CC=2)(C2C=CC=CC=2)C2C=CC=CC=2)(C2C=CC=CC=2)C2C=CC=CC=2)=CC=1. The product is [Cl:8][C:5]1[N:4]=[C:3]([NH:9][CH2:10][C:11]([NH2:13])=[O:12])[C:2]([C:18]2[CH:17]=[N:16][N:15]([CH3:14])[CH:19]=2)=[CH:7][N:6]=1. The yield is 0.870. (4) The yield is 0.750. The product is [F:30][C:17]1[CH:18]=[C:19]([C:22]2[C:23]([C:28]#[N:29])=[CH:24][CH:25]=[CH:26][CH:27]=2)[CH:20]=[CH:21][C:16]=1[CH2:15][C:12]1[C:13](=[O:14])[N:8]([C@H:6]2[CH2:5][C@@H:4]([OH:42])[CH2:7]2)[C:9]2[N:10]([N:34]=[CH:35][N:36]=2)[C:11]=1[CH2:31][CH2:32][CH3:33]. The catalyst is C(#N)C.C(Cl)(Cl)Cl. The reactants are C([CH:4]1[CH2:7][CH:6]([N:8]2[C:13](=[O:14])[C:12]([CH2:15][C:16]3[CH:21]=[CH:20][C:19]([C:22]4[C:23]([C:28]#[N:29])=[CH:24][CH:25]=[CH:26][CH:27]=4)=[CH:18][C:17]=3[F:30])=[C:11]([CH2:31][CH2:32][CH3:33])[N:10]3[N:34]=[CH:35][N:36]=[C:9]23)[CH2:5]1)(=O)C.OO.FC(F)(F)C(OC(=O)C(F)(F)F)=[O:42].C(=O)([O-])O.[Na+].S([O-])([O-])(=O)=S.[Na+].[Na+].CC(OI1(OC(C)=O)(OC(C)=O)OC(=O)C2C=CC=CC1=2)=O. (5) The catalyst is CN(C=O)C. The reactants are O=P(Cl)(Cl)[Cl:3].[OH:6][C:7]1[CH:16]=[CH:15][C:14]2[NH:13][C:12](=O)[CH:11]=[CH:10][C:9]=2[C:8]=1[CH:18]=[O:19]. The yield is 0.880. The product is [Cl:3][C:12]1[CH:11]=[CH:10][C:9]2[C:8]([CH:18]=[O:19])=[C:7]([OH:6])[CH:16]=[CH:15][C:14]=2[N:13]=1. (6) The reactants are [CH3:1][S:2](Cl)(=[O:4])=[O:3].[F:6][C:7]1[CH:8]=[C:9]([C@H:14]2[CH2:19][C@@H:18]([CH2:20][OH:21])[CH2:17][CH2:16][N:15]2[C:22]([O:24][CH2:25][C:26]2[CH:31]=[CH:30][CH:29]=[CH:28][CH:27]=2)=[O:23])[CH:10]=[CH:11][C:12]=1[F:13].C(N(CC)CC)C.N12CCN(CC1)CC2. The catalyst is C1(C)C=CC=CC=1. The product is [F:6][C:7]1[CH:8]=[C:9]([C@H:14]2[CH2:19][C@@H:18]([CH2:20][O:21][S:2]([CH3:1])(=[O:4])=[O:3])[CH2:17][CH2:16][N:15]2[C:22]([O:24][CH2:25][C:26]2[CH:27]=[CH:28][CH:29]=[CH:30][CH:31]=2)=[O:23])[CH:10]=[CH:11][C:12]=1[F:13]. The yield is 0.960.